Dataset: Forward reaction prediction with 1.9M reactions from USPTO patents (1976-2016). Task: Predict the product of the given reaction. (1) Given the reactants [Br:1][C:2]1[N:6]([CH2:7]O)[N:5]=[C:4]([C:9]([CH3:12])([CH3:11])[CH3:10])[N:3]=1.S(Cl)([Cl:15])=O, predict the reaction product. The product is: [ClH:15].[Br:1][C:2]1[N:6]([CH2:7][Cl:15])[N:5]=[C:4]([C:9]([CH3:12])([CH3:11])[CH3:10])[N:3]=1. (2) Given the reactants [OH:1][C:2]1[CH:3]=[CH:4][C:5]2[O:10][CH2:9][CH2:8][N:7]([C:11]3[S:12][C:13]4[C:19](=[O:20])[CH2:18][C:17]([CH3:22])([CH3:21])[CH2:16][C:14]=4[N:15]=3)[C:6]=2[CH:23]=1.Br[C:25]1[S:26][C:27]([CH3:30])=[N:28][N:29]=1.C(=O)([O-])[O-].[K+].[K+], predict the reaction product. The product is: [CH3:22][C:17]1([CH3:21])[CH2:16][C:14]2[N:15]=[C:11]([N:7]3[C:6]4[CH:23]=[C:2]([O:1][C:25]5[S:26][C:27]([CH3:30])=[N:28][N:29]=5)[CH:3]=[CH:4][C:5]=4[O:10][CH2:9][CH2:8]3)[S:12][C:13]=2[C:19](=[O:20])[CH2:18]1. (3) Given the reactants Br[C:2]1[CH:3]=C2C(=[CH:10][C:11]=1OC1CCN(C(OC(C)(C)C)=O)CC1)N=C(N[C:2]1[CH:3]=CC=[C:10](F)[CH:11]=1)N=C2.C(C1C=CC=CN=1)#C.CCN(C(C)C)C(C)C.[F:51][C:52]1[CH:53]=[C:54]([NH:58][C:59]2[N:68]=[CH:67][C:66]3[C:61](=[CH:62][C:63]([O:77][CH:78]4[CH2:83][CH2:82][N:81]([C:84]([O:86]C(C)(C)C)=[O:85])[CH2:80][CH2:79]4)=[C:64]([C:69]#[C:70][C:71]4[CH:76]=[CH:75][CH:74]=[CH:73][N:72]=4)[CH:65]=3)[N:60]=2)[CH:55]=[CH:56][CH:57]=1.C(O)(C(F)(F)F)=O, predict the reaction product. The product is: [F:51][C:52]1[CH:53]=[C:54]([NH:58][C:59]2[N:68]=[CH:67][C:66]3[C:61](=[CH:62][C:63]([O:77][CH:78]4[CH2:79][CH2:80][N:81]([C:84]([O:86][CH2:3][CH2:2][CH2:11][CH3:10])=[O:85])[CH2:82][CH2:83]4)=[C:64]([C:69]#[C:70][C:71]4[CH:76]=[CH:75][CH:74]=[CH:73][N:72]=4)[CH:65]=3)[N:60]=2)[CH:55]=[CH:56][CH:57]=1. (4) The product is: [N:5]1[CH:6]=[CH:7][C:2]([S:1][CH2:32][C:15]2[N:16]=[C:17]([C:21]3[S:22][C:23]4[CH:31]=[CH:30][CH:29]=[CH:28][C:24]=4[C:25](=[O:27])[N:26]=3)[CH:18]=[CH:19][CH:20]=2)=[CH:3][CH:4]=1. Given the reactants [SH:1][C:2]1[CH:7]=[CH:6][N:5]=[CH:4][CH:3]=1.[H-].[Na+].CS(O[C:15]1[CH:20]=[CH:19][CH:18]=[C:17]([C:21]2[S:22][C:23]3[CH:31]=[CH:30][CH:29]=[CH:28][C:24]=3[C:25](=[O:27])[N:26]=2)[N:16]=1)(=O)=O.[C:32](OCC)(=O)C, predict the reaction product. (5) The product is: [CH2:1]([O:3][C:4]([C:6]1([CH2:19][CH2:20][O:21][CH3:22])[CH2:7][CH2:8][NH:9][CH2:10][CH2:11]1)=[O:5])[CH3:2]. Given the reactants [CH2:1]([O:3][C:4]([C:6]1([CH2:19][CH2:20][O:21][CH3:22])[CH2:11][CH2:10][N:9](C(OC(C)(C)C)=O)[CH2:8][CH2:7]1)=[O:5])[CH3:2].FC(F)(F)C(O)=O.[OH-].[Na+], predict the reaction product.